From a dataset of Full USPTO retrosynthesis dataset with 1.9M reactions from patents (1976-2016). Predict the reactants needed to synthesize the given product. (1) Given the product [CH:1]1([C:4]2[CH:5]=[N:6][C:7]([N:14]([C:21]3[CH:22]=[C:23]4[C:27](=[CH:28][CH:29]=3)[N:26]([CH2:37][C:36]3[CH:39]=[CH:40][CH:41]=[C:34]([O:33][CH3:32])[CH:35]=3)[CH:25]=[CH:24]4)[C:15](=[O:20])[C:16]([F:17])([F:19])[F:18])=[C:8]([CH:13]=2)[C:9]([O:11][CH3:12])=[O:10])[CH2:3][CH2:2]1, predict the reactants needed to synthesize it. The reactants are: [CH:1]1([C:4]2[CH:5]=[N:6][C:7]([N:14]([C:21]3[CH:22]=[C:23]4[C:27](=[CH:28][CH:29]=3)[NH:26][CH:25]=[CH:24]4)[C:15](=[O:20])[C:16]([F:19])([F:18])[F:17])=[C:8]([CH:13]=2)[C:9]([O:11][CH3:12])=[O:10])[CH2:3][CH2:2]1.[H-].[Na+].[CH3:32][O:33][C:34]1[CH:35]=[C:36]([CH:39]=[CH:40][CH:41]=1)[CH2:37]Br.[Cl-].[Na+]. (2) Given the product [ClH:1].[ClH:1].[CH3:8][C:9]1[CH:10]=[CH:11][CH:12]=[C:13]([N:15]2[CH2:20][CH2:19][CH:18]([CH2:21][CH2:22][CH2:23][CH:24]3[CH2:25][CH2:26][NH:27][CH2:28][CH2:29]3)[CH2:17][CH2:16]2)[N:14]=1, predict the reactants needed to synthesize it. The reactants are: [ClH:1].CCOC(C)=O.[CH3:8][C:9]1[N:14]=[C:13]([N:15]2[CH2:20][CH2:19][CH:18]([CH2:21][CH2:22][CH2:23][CH:24]3[CH2:29][CH2:28][N:27](C(OC(C)(C)C)=O)[CH2:26][CH2:25]3)[CH2:17][CH2:16]2)[CH:12]=[CH:11][CH:10]=1. (3) Given the product [OH:1][C:2]1[CH:10]=[CH:9][C:5]([C:6]([OH:8])=[O:7])=[CH:4][C:3]=1[I:11], predict the reactants needed to synthesize it. The reactants are: [OH:1][C:2]1[CH:10]=[CH:9][C:5]([C:6]([OH:8])=[O:7])=[CH:4][CH:3]=1.[I-:11].[Na+].[OH-].[Na+].Cl[O-].[Na+].[O-]S([O-])(=S)=O.[Na+].[Na+].Cl. (4) Given the product [CH3:16][O:17][C:18]1[CH:19]=[C:20]([S:26]([NH:15][C:12]2[S:13][CH:14]=[C:10]([C:6]3[CH:7]=[CH:8][CH:9]=[C:4]([N+:1]([O-:3])=[O:2])[CH:5]=3)[N:11]=2)(=[O:27])=[O:28])[CH:21]=[CH:22][C:23]=1[O:24][CH3:25], predict the reactants needed to synthesize it. The reactants are: [N+:1]([C:4]1[CH:5]=[C:6]([C:10]2[N:11]=[C:12]([NH2:15])[S:13][CH:14]=2)[CH:7]=[CH:8][CH:9]=1)([O-:3])=[O:2].[CH3:16][O:17][C:18]1[CH:19]=[C:20]([S:26](Cl)(=[O:28])=[O:27])[CH:21]=[CH:22][C:23]=1[O:24][CH3:25].CCOC(C)=O. (5) Given the product [F:68][C:69]1[CH:74]=[CH:73][CH:72]=[CH:71][C:70]=1[C:34]1[CH:33]=[C:32]2[C:23]([N:24]3[C:29]([CH2:30][O:31]2)=[N:28][NH:27][C:26](=[O:36])[C@H:25]3[CH3:37])=[CH:22][C:21]=1[N:19]([CH3:20])[C:16]1([CH3:18])[CH2:17][N:14]([C:12]([OH:11])=[O:13])[CH2:15]1, predict the reactants needed to synthesize it. The reactants are: C(=O)([O-])[O-].[K+].[K+].C([O:11][C:12]([N:14]1[CH2:17][C:16]([N:19]([C:21]2[CH:22]=[C:23]3[C:32](=[CH:33][C:34]=2Br)[O:31][CH2:30][C:29]2[N:24]3[C@H:25]([CH3:37])[C:26](=[O:36])[NH:27][N:28]=2)[CH3:20])([CH3:18])[CH2:15]1)=[O:13])(C)(C)C.C(OC(N1CC(NC2C=C3C(=CC=2Br)OCC2N3[C@H](C)C(=O)NN=2)(C)C1)=O)(C)(C)C.[F:68][C:69]1[CH:74]=[CH:73][CH:72]=[CH:71][C:70]=1B(O)O. (6) The reactants are: [CH2:1]([NH:4][C:5]1[CH:14]=[CH:13][C:8]([C:9]([O:11]C)=[O:10])=[CH:7][CH:6]=1)[CH2:2][CH3:3].O.[OH-].[Na+]. Given the product [CH2:1]([NH:4][C:5]1[CH:14]=[CH:13][C:8]([C:9]([OH:11])=[O:10])=[CH:7][CH:6]=1)[CH2:2][CH3:3], predict the reactants needed to synthesize it. (7) Given the product [F:30][C:27]([F:29])([F:28])[S:24]([O:23][C:20]1[CH:21]=[CH:22][C:16]2[O:15][CH2:14][CH:13]([CH2:12][N:34]([CH2:35][CH2:36][CH3:37])[CH2:31][CH2:32][CH3:33])[O:18][C:17]=2[CH:19]=1)(=[O:25])=[O:26], predict the reactants needed to synthesize it. The reactants are: CC1C=CC(S(O[CH2:12][CH:13]2[O:18][C:17]3[CH:19]=[C:20]([O:23][S:24]([C:27]([F:30])([F:29])[F:28])(=[O:26])=[O:25])[CH:21]=[CH:22][C:16]=3[O:15][CH2:14]2)(=O)=O)=CC=1.[CH2:31]([NH:34][CH2:35][CH2:36][CH3:37])[CH2:32][CH3:33].